From a dataset of Forward reaction prediction with 1.9M reactions from USPTO patents (1976-2016). Predict the product of the given reaction. (1) Given the reactants Cl[C:2]1[N:11]=[CH:10][CH:9]=[C:8]2[C:3]=1[CH:4]=[C:5]([C:36]1[CH:41]=[CH:40][CH:39]=[CH:38][CH:37]=1)[C:6]([C:12]1[CH:17]=[CH:16][C:15]([CH2:18][N:19]3[CH2:24][CH2:23][CH:22]([C:25]4[NH:29][C:28]([C:30]5[CH:35]=[N:34][CH:33]=[CH:32][N:31]=5)=[N:27][N:26]=4)[CH2:21][CH2:20]3)=[CH:14][CH:13]=1)=[N:7]2.[NH2:42][NH2:43], predict the reaction product. The product is: [NH:42]([C:2]1[N:11]=[CH:10][CH:9]=[C:8]2[C:3]=1[CH:4]=[C:5]([C:36]1[CH:41]=[CH:40][CH:39]=[CH:38][CH:37]=1)[C:6]([C:12]1[CH:17]=[CH:16][C:15]([CH2:18][N:19]3[CH2:24][CH2:23][CH:22]([C:25]4[NH:29][C:28]([C:30]5[CH:35]=[N:34][CH:33]=[CH:32][N:31]=5)=[N:27][N:26]=4)[CH2:21][CH2:20]3)=[CH:14][CH:13]=1)=[N:7]2)[NH2:43]. (2) Given the reactants [Br:1][C:2]1[CH:10]=[C:9]([CH3:11])[C:5]([C:6](O)=[O:7])=[C:4]([Cl:12])[CH:3]=1.C(Cl)(C([Cl:17])=O)=O.CN(C=O)C, predict the reaction product. The product is: [Br:1][C:2]1[CH:10]=[C:9]([CH3:11])[C:5]([C:6]([Cl:17])=[O:7])=[C:4]([Cl:12])[CH:3]=1. (3) Given the reactants [NH2:1][C:2]1[C:7]([C:8]([OH:10])=O)=[CH:6][C:5]([Cl:11])=[N:4][CH:3]=1.[CH3:12][NH2:13].[CH:14]1([N:19]2[CH2:24][CH2:23][CH:22]([O:25][C:26]3[CH:33]=[CH:32][C:29]([CH:30]=O)=[CH:28][CH:27]=3)[CH2:21][CH2:20]2)[CH2:18][CH2:17][CH2:16][CH2:15]1, predict the reaction product. The product is: [Cl:11][C:5]1[N:4]=[CH:3][C:2]2[N:1]=[C:30]([C:29]3[CH:32]=[CH:33][C:26]([O:25][CH:22]4[CH2:23][CH2:24][N:19]([CH:14]5[CH2:18][CH2:17][CH2:16][CH2:15]5)[CH2:20][CH2:21]4)=[CH:27][CH:28]=3)[N:13]([CH3:12])[C:8](=[O:10])[C:7]=2[CH:6]=1. (4) Given the reactants [N:1]1([C:7](=[O:23])[CH2:8][CH:9]([CH2:13][CH:14]2[CH2:16][CH:15]2[C:17]2[CH:22]=[CH:21][CH:20]=[CH:19][CH:18]=2)[C:10](O)=[O:11])[CH2:6][CH2:5][O:4][CH2:3][CH2:2]1.[NH2:24][CH:25]([CH2:33][CH2:34][C:35]1[CH:40]=[CH:39][CH:38]=[CH:37][CH:36]=1)[C@@H:26]([C:28]1[O:29][CH:30]=[CH:31][N:32]=1)[OH:27], predict the reaction product. The product is: [N:1]1([C:7](=[O:23])[CH2:8][CH:9]([CH2:13][CH:14]2[CH2:16][CH:15]2[C:17]2[CH:22]=[CH:21][CH:20]=[CH:19][CH:18]=2)[C:10]([NH:24][CH:25]([C:26]([C:28]2[O:29][CH:30]=[CH:31][N:32]=2)=[O:27])[CH2:33][CH2:34][C:35]2[CH:40]=[CH:39][CH:38]=[CH:37][CH:36]=2)=[O:11])[CH2:6][CH2:5][O:4][CH2:3][CH2:2]1.